From a dataset of Retrosynthesis with 50K atom-mapped reactions and 10 reaction types from USPTO. Predict the reactants needed to synthesize the given product. Given the product CCOC(=O)COc1ccc2cc(Br)ccc2c1, predict the reactants needed to synthesize it. The reactants are: CCOC(=O)CBr.Oc1ccc2cc(Br)ccc2c1.